Binary Classification. Given a drug SMILES string, predict its activity (active/inactive) in a high-throughput screening assay against a specified biological target. From a dataset of HIV replication inhibition screening data with 41,000+ compounds from the AIDS Antiviral Screen. The compound is C[n+]1c(COc2ccc(C=NNC(=O)c3cccc(C(=O)NN=Cc4ccc(OCc5cn6ccccc6[n+]5C)cc4)c3)cc2)cn2ccccc21.Cc1ccc(S(=O)(=O)O)cc1. The result is 0 (inactive).